Dataset: Full USPTO retrosynthesis dataset with 1.9M reactions from patents (1976-2016). Task: Predict the reactants needed to synthesize the given product. (1) Given the product [CH2:1]([O:8][CH:9]1[CH2:12][CH:11]([CH2:13][OH:14])[CH2:10]1)[C:2]1[CH:7]=[CH:6][CH:5]=[CH:4][CH:3]=1, predict the reactants needed to synthesize it. The reactants are: [CH2:1]([O:8][CH:9]1[CH2:12][CH:11]([C:13](O)=[O:14])[CH2:10]1)[C:2]1[CH:7]=[CH:6][CH:5]=[CH:4][CH:3]=1.O.C(=O)([O-])O.[Na+]. (2) The reactants are: C([N:8]1[CH2:17][CH2:16][C:15]2[C:14]([NH:18][C:19]3[CH:24]=[CH:23][CH:22]=[CH:21][CH:20]=3)=[N:13][CH:12]=[N:11][C:10]=2[CH2:9]1)C1C=CC=CC=1. Given the product [C:19]1([NH:18][C:14]2[C:15]3[CH2:16][CH2:17][NH:8][CH2:9][C:10]=3[N:11]=[CH:12][N:13]=2)[CH:20]=[CH:21][CH:22]=[CH:23][CH:24]=1, predict the reactants needed to synthesize it. (3) The reactants are: [CH:1]([NH:5][C:6]([CH:8]([O:18][C:19]1[CH:24]=[CH:23][C:22]([C:25]#[N:26])=[C:21]([C:27]([F:30])([F:29])[F:28])[CH:20]=1)[C:9]([CH3:17])([CH3:16])[CH2:10]OS(C)(=O)=O)=[O:7])([CH2:3][CH3:4])[CH3:2].[H-].[Na+].[Cl-].[NH4+]. Given the product [C@@H:1]([N:5]1[CH2:17][C:9]([CH3:16])([CH3:10])[C@@H:8]([O:18][C:19]2[CH:24]=[CH:23][C:22]([C:25]#[N:26])=[C:21]([C:27]([F:29])([F:30])[F:28])[CH:20]=2)[C:6]1=[O:7])([CH2:3][CH3:4])[CH3:2], predict the reactants needed to synthesize it. (4) Given the product [N:39]1([S:36]([C:34]2[S:35][C:31]([C:14]3[CH:15]=[C:16]4[C:11](=[C:12]([C:26]([NH2:28])=[O:27])[CH:13]=3)[NH:10][CH:9]=[C:8]4[CH:5]3[CH2:4][CH2:3][S:2](=[O:29])(=[O:1])[CH2:7][CH2:6]3)=[CH:32][CH:33]=2)(=[O:38])=[O:37])[CH2:40][CH2:41][CH2:42]1, predict the reactants needed to synthesize it. The reactants are: [O:1]=[S:2]1(=[O:29])[CH2:7][CH2:6][CH:5]([C:8]2[C:16]3[C:11](=[C:12]([C:26]([NH2:28])=[O:27])[CH:13]=[C:14](B4OC(C)(C)C(C)(C)O4)[CH:15]=3)[NH:10][CH:9]=2)[CH2:4][CH2:3]1.Br[C:31]1[S:35][C:34]([S:36]([N:39]2[CH2:42][CH2:41][CH2:40]2)(=[O:38])=[O:37])=[CH:33][CH:32]=1.C([O-])([O-])=O.[K+].[K+]. (5) Given the product [CH:11]1([CH2:10][O:9][C:4]2[C:5]([NH2:8])=[N:6][CH:7]=[C:2]([B:17]3[O:18][C:19]([CH3:21])([CH3:20])[C:15]([CH3:31])([CH3:14])[O:16]3)[CH:3]=2)[CH2:13][CH2:12]1, predict the reactants needed to synthesize it. The reactants are: Br[C:2]1[CH:3]=[C:4]([O:9][CH2:10][CH:11]2[CH2:13][CH2:12]2)[C:5]([NH2:8])=[N:6][CH:7]=1.[CH3:14][C:15]1([CH3:31])[C:19]([CH3:21])([CH3:20])[O:18][B:17]([B:17]2[O:18][C:19]([CH3:21])([CH3:20])[C:15]([CH3:31])([CH3:14])[O:16]2)[O:16]1.C([O-])(=O)C.[K+]. (6) Given the product [O:1]([CH2:2][CH2:3][C:4]1[CH:5]=[C:6]([Br:10])[CH:7]=[CH:8][CH:9]=1)[Si:11]([C:14]([CH3:17])([CH3:16])[CH3:15])([CH3:13])[CH3:12], predict the reactants needed to synthesize it. The reactants are: [OH:1][CH2:2][CH2:3][C:4]1[CH:5]=[C:6]([Br:10])[CH:7]=[CH:8][CH:9]=1.[Si:11](Cl)([C:14]([CH3:17])([CH3:16])[CH3:15])([CH3:13])[CH3:12].CN(C1C=CC=CN=1)C.C(N(CC)CC)C.